Regression. Given two drug SMILES strings and cell line genomic features, predict the synergy score measuring deviation from expected non-interaction effect. From a dataset of NCI-60 drug combinations with 297,098 pairs across 59 cell lines. (1) Drug 1: CC1OCC2C(O1)C(C(C(O2)OC3C4COC(=O)C4C(C5=CC6=C(C=C35)OCO6)C7=CC(=C(C(=C7)OC)O)OC)O)O. Drug 2: CC(C)(C1=NC(=CC=C1)N2C3=NC(=NC=C3C(=O)N2CC=C)NC4=CC=C(C=C4)N5CCN(CC5)C)O. Cell line: OVCAR3. Synergy scores: CSS=69.7, Synergy_ZIP=13.7, Synergy_Bliss=12.4, Synergy_Loewe=-9.44, Synergy_HSA=20.8. (2) Drug 1: CCC1=CC2CC(C3=C(CN(C2)C1)C4=CC=CC=C4N3)(C5=C(C=C6C(=C5)C78CCN9C7C(C=CC9)(C(C(C8N6C)(C(=O)OC)O)OC(=O)C)CC)OC)C(=O)OC.C(C(C(=O)O)O)(C(=O)O)O. Drug 2: CC=C1C(=O)NC(C(=O)OC2CC(=O)NC(C(=O)NC(CSSCCC=C2)C(=O)N1)C(C)C)C(C)C. Cell line: SR. Synergy scores: CSS=68.7, Synergy_ZIP=-2.99, Synergy_Bliss=-3.84, Synergy_Loewe=-4.35, Synergy_HSA=-1.42. (3) Drug 1: C1=NNC2=C1C(=O)NC=N2. Drug 2: CCC1(C2=C(COC1=O)C(=O)N3CC4=CC5=C(C=CC(=C5CN(C)C)O)N=C4C3=C2)O.Cl. Cell line: SNB-19. Synergy scores: CSS=47.2, Synergy_ZIP=-0.546, Synergy_Bliss=-0.699, Synergy_Loewe=-63.2, Synergy_HSA=-2.23. (4) Drug 1: CCC1(CC2CC(C3=C(CCN(C2)C1)C4=CC=CC=C4N3)(C5=C(C=C6C(=C5)C78CCN9C7C(C=CC9)(C(C(C8N6C)(C(=O)OC)O)OC(=O)C)CC)OC)C(=O)OC)O.OS(=O)(=O)O. Drug 2: CN(CC1=CN=C2C(=N1)C(=NC(=N2)N)N)C3=CC=C(C=C3)C(=O)NC(CCC(=O)O)C(=O)O. Cell line: HCT-15. Synergy scores: CSS=61.0, Synergy_ZIP=-1.04, Synergy_Bliss=1.08, Synergy_Loewe=0.906, Synergy_HSA=0.976.